Predict the reaction yield, written as a fraction of the theoretical maximum amount of product (1.0 means a 100% yield; for example, 0.34 means a 34% yield). From a dataset of Reaction yield outcomes from USPTO patents with 853,638 reactions. (1) The reactants are [CH3:1][C:2]([OH:6])([C:4]#[CH:5])[CH3:3].[Li]CCCC.[CH2:12]([O:19][C:20]1[CH:27]=[CH:26][C:23]([CH:24]=[O:25])=[CH:22][CH:21]=1)[C:13]1[CH:18]=[CH:17][CH:16]=[CH:15][CH:14]=1. The catalyst is C1COCC1. The product is [CH2:12]([O:19][C:20]1[CH:21]=[CH:22][C:23]([CH:24]([OH:25])[C:5]#[C:4][C:2]([CH3:3])([OH:6])[CH3:1])=[CH:26][CH:27]=1)[C:13]1[CH:14]=[CH:15][CH:16]=[CH:17][CH:18]=1. The yield is 0.540. (2) The reactants are Cl[C:2]1[N:7]=[C:6]([C:8]2[S:12][C:11]3[CH:13]=[CH:14][C:15]([Cl:17])=[CH:16][C:10]=3[C:9]=2[CH3:18])[CH:5]=[CH:4][N:3]=1.[NH4+:19].[OH-]. The catalyst is CCO. The product is [Cl:17][C:15]1[CH:14]=[CH:13][C:11]2[S:12][C:8]([C:6]3[CH:5]=[CH:4][N:3]=[C:2]([NH2:19])[N:7]=3)=[C:9]([CH3:18])[C:10]=2[CH:16]=1. The yield is 0.450. (3) The reactants are [CH2:1]([O:4][N:5]1[C:11](=[O:12])[N:10]2[CH2:13][C@H:6]1[C:7]([CH3:17])=[CH:8][C@H:9]2[C:14]([NH2:16])=O)[CH:2]=[CH2:3].[OH-].C([NH+](CC)CC)C. The catalyst is C(Cl)Cl. The product is [CH2:1]([O:4][N:5]1[C:11](=[O:12])[N:10]2[CH2:13][C@H:6]1[C:7]([CH3:17])=[CH:8][C@H:9]2[C:14]#[N:16])[CH:2]=[CH2:3]. The yield is 0.830. (4) The reactants are [NH:1]1[C:5]2=[N:6][CH:7]=[C:8]([C:10]([O:12][CH3:13])=[O:11])[CH:9]=[C:4]2[CH:3]=[CH:2]1.C(=O)([O-])[O-].[K+].[K+].[I:20]I.S(=O)(O)[O-].[Na+]. The catalyst is CN(C)C=O.O. The product is [I:20][C:3]1[C:4]2[C:5](=[N:6][CH:7]=[C:8]([C:10]([O:12][CH3:13])=[O:11])[CH:9]=2)[NH:1][CH:2]=1. The yield is 0.730. (5) The reactants are F[C:2]1[CH:7]=[CH:6][C:5]([N+:8]([O-])=O)=[CH:4][CH:3]=1.C[O:12][C:13]1[CH:18]=[C:17]([CH2:19][CH3:20])[CH:16]=[CH:15][C:14]=1[OH:21].BrC1C([F:29])=CC(O)=C(OC)C=1. No catalyst specified. The product is [NH2:8][C:5]1[CH:6]=[CH:7][C:2]([O:21][C:14]2[CH:15]=[C:16]([F:29])[C:17]([CH2:19][CH3:20])=[CH:18][C:13]=2[OH:12])=[CH:3][CH:4]=1. The yield is 0.770.